Dataset: Experimentally validated miRNA-target interactions with 360,000+ pairs, plus equal number of negative samples. Task: Binary Classification. Given a miRNA mature sequence and a target amino acid sequence, predict their likelihood of interaction. The miRNA is ath-miR167a-5p with sequence UGAAGCUGCCAGCAUGAUCUA. The protein sequence of the target gene is MKGPPTFCSLLLLSLLLSPDPTAAFLLPPSTACCTQLYRKPLSDKLLRKVIQVELQEADGDCHLQAFVLHLAQRSICIHPQNPSLSQWFEHQERKLHGTLPKLNFGMLRKMG. Result: 0 (no interaction).